This data is from Full USPTO retrosynthesis dataset with 1.9M reactions from patents (1976-2016). The task is: Predict the reactants needed to synthesize the given product. (1) Given the product [S:12]1[CH:16]=[CH:15][CH:14]=[C:13]1[C:2]1[CH:3]=[C:4]([NH:8][C:9]([NH2:11])=[O:10])[CH:5]=[CH:6][CH:7]=1, predict the reactants needed to synthesize it. The reactants are: Br[C:2]1[CH:3]=[C:4]([NH:8][C:9]([NH2:11])=[O:10])[CH:5]=[CH:6][CH:7]=1.[S:12]1[CH:16]=[CH:15][CH:14]=[C:13]1B(O)O.C(=O)([O-])[O-].[K+].[K+]. (2) Given the product [CH3:16][N:15]([CH3:20])[C@H:12]1[CH2:13][CH2:14][C@H:9]([C:6]2[CH:5]=[CH:4][C:3]([OH:2])=[CH:8][CH:7]=2)[CH2:10][CH2:11]1, predict the reactants needed to synthesize it. The reactants are: Cl.[OH:2][C:3]1[CH:8]=[CH:7][C:6]([C@H:9]2[CH2:14][CH2:13][C@H:12]([NH:15][CH3:16])[CH2:11][CH2:10]2)=[CH:5][CH:4]=1.[OH-].[Na+].O1CCOC[CH2:20]1. (3) Given the product [Cl:1][C:2]1[C:7]([C:7]2[CH:2]=[C:3]([CH:42]([C:37]3[C:36]([F:35])=[CH:41][CH:40]=[CH:39][N:38]=3)[OH:43])[CH:4]=[N:5][CH:6]=2)=[CH:6][N:5]=[C:4]2[N:17]([CH2:27][O:28][CH2:29][CH2:30][Si:31]([CH3:34])([CH3:32])[CH3:33])[CH:18]=[C:19]([C:20]3[CH:25]=[CH:24][CH:23]=[CH:22][C:21]=3[F:26])[C:3]=12, predict the reactants needed to synthesize it. The reactants are: [Cl:1][C:2]1[C:7](B2OC(C)(C)C(C)(C)O2)=[CH:6][N:5]=[C:4]2[N:17]([CH2:27][O:28][CH2:29][CH2:30][Si:31]([CH3:34])([CH3:33])[CH3:32])[CH:18]=[C:19]([C:20]3[CH:25]=[CH:24][CH:23]=[CH:22][C:21]=3[F:26])[C:3]=12.[F:35][C:36]1[C:37]([CH2:42][OH:43])=[N:38][CH:39]=[CH:40][CH:41]=1.